This data is from Catalyst prediction with 721,799 reactions and 888 catalyst types from USPTO. The task is: Predict which catalyst facilitates the given reaction. (1) Reactant: [F:1][C:2]1[CH:3]=[C:4]([C:8]2[CH:13]=[CH:12][C:11]([CH2:14][O:15][CH2:16][CH:17]3[C:21](=[O:22])[N:20]([CH:23]([CH:27]([CH3:29])[CH3:28])[C:24](O)=[O:25])[C:19](=[O:30])[NH:18]3)=[CH:10][CH:9]=2)[CH:5]=[CH:6][CH:7]=1.CN([P+]([O:41][N:42]1N=NC2C=CC=CC1=2)(N(C)C)N(C)C)C.F[P-](F)(F)(F)(F)F.CN1CCOCC1. Product: [F:1][C:2]1[CH:3]=[C:4]([C:8]2[CH:9]=[CH:10][C:11]([CH2:14][O:15][CH2:16][CH:17]3[C:21](=[O:22])[N:20]([CH:23]([CH:27]([CH3:28])[CH3:29])[C:24]([NH:42][OH:41])=[O:25])[C:19](=[O:30])[NH:18]3)=[CH:12][CH:13]=2)[CH:5]=[CH:6][CH:7]=1. The catalyst class is: 3. (2) Reactant: [F:1][C:2]1[CH:29]=[CH:28][CH:27]=[CH:26][C:3]=1[N:4]([CH2:16][C:17]1[CH:18]=[C:19]([CH:23]=[CH:24][CH:25]=1)[C:20](O)=[O:21])[C:5]([O:7][C@@H:8]1[CH:13]2[CH2:14][CH2:15][N:10]([CH2:11][CH2:12]2)[CH2:9]1)=[O:6].Cl.[Cl:31][C:32]1[CH:33]=[N+:34]([O-:60])[CH:35]=[C:36]([Cl:59])[C:37]=1[CH2:38][C@H:39]([O:50][C:51]([C@@H:53]1[CH2:58][CH2:57][CH2:56][CH2:55][NH:54]1)=[O:52])[C:40]1[CH:45]=[CH:44][C:43]([O:46][CH3:47])=[C:42]([O:48][CH3:49])[CH:41]=1.C(Cl)CCl. Product: [Cl:31][C:32]1[CH:33]=[N+:34]([O-:60])[CH:35]=[C:36]([Cl:59])[C:37]=1[CH2:38][C@H:39]([O:50][C:51]([C@@H:53]1[CH2:58][CH2:57][CH2:56][CH2:55][N:54]1[C:20](=[O:21])[C:19]1[CH:23]=[CH:24][CH:25]=[C:17]([CH2:16][N:4]([C:5]([O:7][C@@H:8]2[CH:13]3[CH2:12][CH2:11][N:10]([CH2:15][CH2:14]3)[CH2:9]2)=[O:6])[C:3]2[CH:26]=[CH:27][CH:28]=[CH:29][C:2]=2[F:1])[CH:18]=1)=[O:52])[C:40]1[CH:45]=[CH:44][C:43]([O:46][CH3:47])=[C:42]([O:48][CH3:49])[CH:41]=1. The catalyst class is: 239. (3) Reactant: [NH:1]1[C:9]2[C:4](=[CH:5][CH:6]=[C:7]([C:10]#[N:11])[CH:8]=2)[CH:3]=[CH:2]1.[N+:12]([C:15]1[CH:20]=[CH:19][CH:18]=[CH:17][C:16]=1[S:21]Cl)([O-:14])=[O:13]. Product: [N+:12]([C:15]1[CH:20]=[CH:19][CH:18]=[CH:17][C:16]=1[S:21][C:3]1[C:4]2[C:9](=[CH:8][C:7]([C:10]#[N:11])=[CH:6][CH:5]=2)[NH:1][CH:2]=1)([O-:14])=[O:13]. The catalyst class is: 27. (4) Reactant: [Cl:1][C:2]1[CH:3]=[C:4]([CH:7]=[C:8]([OH:10])[CH:9]=1)[C:5]#[N:6].C(=O)([O-])[O-].[K+].[K+].Cl[CH:18]([C:24]([O:26][CH2:27][CH3:28])=[O:25])[C:19]([O:21][CH2:22][CH3:23])=[O:20]. Product: [Cl:1][C:2]1[CH:9]=[C:8]([CH:7]=[C:4]([C:5]#[N:6])[CH:3]=1)[O:10][CH:18]([C:19]([O:21][CH2:22][CH3:23])=[O:20])[C:24]([O:26][CH2:27][CH3:28])=[O:25]. The catalyst class is: 21. (5) Reactant: C([O:3][C:4](=[O:35])[CH2:5][O:6][C:7]1[C:12]([CH3:13])=[CH:11][C:10]([N:14]([CH2:32][CH3:33])[CH2:15][C:16]2[S:20][C:19]([C:21]3[CH:26]=[CH:25][C:24]([C:27]([F:30])([F:29])[F:28])=[CH:23][CH:22]=3)=[N:18][C:17]=2[CH3:31])=[CH:9][C:8]=1[CH3:34])C.[OH-].[Na+]. Product: [CH2:32]([N:14]([CH2:15][C:16]1[S:20][C:19]([C:21]2[CH:22]=[CH:23][C:24]([C:27]([F:28])([F:29])[F:30])=[CH:25][CH:26]=2)=[N:18][C:17]=1[CH3:31])[C:10]1[CH:11]=[C:12]([CH3:13])[C:7]([O:6][CH2:5][C:4]([OH:35])=[O:3])=[C:8]([CH3:34])[CH:9]=1)[CH3:33]. The catalyst class is: 242. (6) Reactant: [CH2:1]([O:3][C:4]([CH:6]1[CH2:13][CH:12]2[N:14]([S:15]([C:18]3[CH:23]=[CH:22][C:21]([Cl:24])=[CH:20][CH:19]=3)(=[O:17])=[O:16])[CH:8]([CH2:9][C:10](=[O:25])[CH2:11]2)[CH2:7]1)=[O:5])[CH3:2].[CH:26](OCC)=[O:27].[O-]CC.[Na+]. Product: [CH2:1]([O:3][C:4]([CH:6]1[CH2:7][CH:8]2[N:14]([S:15]([C:18]3[CH:23]=[CH:22][C:21]([Cl:24])=[CH:20][CH:19]=3)(=[O:17])=[O:16])[CH:12]([CH2:11][C:10](=[O:25])[C:9]2=[CH:26][OH:27])[CH2:13]1)=[O:5])[CH3:2]. The catalyst class is: 219.